Dataset: Reaction yield outcomes from USPTO patents with 853,638 reactions. Task: Predict the reaction yield, written as a fraction of the theoretical maximum amount of product (1.0 means a 100% yield; for example, 0.34 means a 34% yield). (1) The reactants are [S:1]([O:8]S(C(F)(F)F)(=O)=O)([C:4]([F:7])([F:6])[F:5])(=[O:3])=[O:2].O[C:17]1[CH:26]=[C:25]([CH3:27])[CH:24]=[CH:23][C:18]=1[C:19]([O:21][CH3:22])=[O:20]. The catalyst is N1C=CC=CC=1. The product is [F:5][C:4]([F:7])([F:6])[S:1]([O:8][C:17]1[CH:26]=[C:25]([CH3:27])[CH:24]=[CH:23][C:18]=1[C:19]([O:21][CH3:22])=[O:20])(=[O:3])=[O:2]. The yield is 0.900. (2) The reactants are [Cl:1][C:2]1[CH:10]=[CH:9][CH:8]=[C:7]2[C:3]=1[C:4](O)([C:12]1[C:20]([OH:21])=[CH:19][C:15]3[O:16][CH2:17][O:18][C:14]=3[CH:13]=1)[C:5](=[O:11])[NH:6]2.FC(F)(F)C(O)=O.C([SiH](CC)CC)C. The catalyst is ClCCl. The product is [Cl:1][C:2]1[CH:10]=[CH:9][CH:8]=[C:7]2[C:3]=1[CH:4]([C:12]1[C:20]([OH:21])=[CH:19][C:15]3[O:16][CH2:17][O:18][C:14]=3[CH:13]=1)[C:5](=[O:11])[NH:6]2. The yield is 0.830. (3) The reactants are [Cl:1][C:2]1[CH:7]=[CH:6][C:5]([C:8]2[C:13]([CH:14]=[O:15])=[C:12]([CH3:16])[N:11]=[CH:10][CH:9]=2)=[C:4]([F:17])[CH:3]=1.[BH4-].[Na+]. The catalyst is CO. The product is [Cl:1][C:2]1[CH:7]=[CH:6][C:5]([C:8]2[CH:9]=[CH:10][N:11]=[C:12]([CH3:16])[C:13]=2[CH2:14][OH:15])=[C:4]([F:17])[CH:3]=1. The yield is 0.890.